This data is from Catalyst prediction with 721,799 reactions and 888 catalyst types from USPTO. The task is: Predict which catalyst facilitates the given reaction. (1) Reactant: [N+:1]([C:4]1[CH:5]=[C:6]([CH:11]=[C:12]([C:14]([F:17])([F:16])[F:15])[CH:13]=1)[C:7](OC)=[O:8])([O-:3])=[O:2].O.[NH2:19][NH2:20]. Product: [N+:1]([C:4]1[CH:5]=[C:6]([CH:11]=[C:12]([C:14]([F:17])([F:16])[F:15])[CH:13]=1)[C:7]([NH:19][NH2:20])=[O:8])([O-:3])=[O:2]. The catalyst class is: 5. (2) Reactant: C([NH:5][S:6]([C:9]1[S:13][C:12]([C:14]2[N:15]=[CH:16][N:17]([C:19]3[N:24]=[C:23]([C:25]([F:28])([F:27])[F:26])[CH:22]=[C:21]([C:29]4[CH:34]=[CH:33][C:32]([C:35]([F:38])([F:37])[F:36])=[CH:31][CH:30]=4)[N:20]=3)[CH:18]=2)=[N:11][CH:10]=1)(=[O:8])=[O:7])(C)(C)C.C(O)(C(F)(F)F)=O. Product: [F:28][C:25]([F:26])([F:27])[C:23]1[CH:22]=[C:21]([C:29]2[CH:34]=[CH:33][C:32]([C:35]([F:38])([F:36])[F:37])=[CH:31][CH:30]=2)[N:20]=[C:19]([N:17]2[CH:18]=[C:14]([C:12]3[S:13][C:9]([S:6]([NH2:5])(=[O:8])=[O:7])=[CH:10][N:11]=3)[N:15]=[CH:16]2)[N:24]=1. The catalyst class is: 4. (3) Reactant: [F-].C([N+](CCCC)(CCCC)CCCC)CCC.CC([Si](C)(C)[O:24][CH2:25][CH2:26][CH:27]([CH:35]([O:45][CH2:46][C:47]1[CH:52]=[CH:51][C:50]([O:53][CH3:54])=[CH:49][CH:48]=1)[CH2:36][CH2:37][C:38]1[CH:43]=[CH:42][C:41]([I:44])=[CH:40][CH:39]=1)[C:28]([O:30][C:31]([CH3:34])([CH3:33])[CH3:32])=[O:29])(C)C. Product: [OH:24][CH2:25][CH2:26][CH:27]([CH:35]([O:45][CH2:46][C:47]1[CH:52]=[CH:51][C:50]([O:53][CH3:54])=[CH:49][CH:48]=1)[CH2:36][CH2:37][C:38]1[CH:39]=[CH:40][C:41]([I:44])=[CH:42][CH:43]=1)[C:28]([O:30][C:31]([CH3:32])([CH3:34])[CH3:33])=[O:29]. The catalyst class is: 7. (4) Reactant: [CH:1]1([C:7]2[CH:12]=[CH:11][C:10]([OH:13])=[CH:9][CH:8]=2)[CH2:6][CH2:5][CH2:4][CH2:3][CH2:2]1.[CH2:14](Br)[CH:15]=[CH2:16].C(=O)([O-])[O-:19].[K+].[K+]. Product: [CH:1]1([C:7]2[CH:8]=[CH:9][C:10]([OH:13])=[C:11]([O:19][CH2:14][CH:15]=[CH2:16])[CH:12]=2)[CH2:2][CH2:3][CH2:4][CH2:5][CH2:6]1. The catalyst class is: 21. (5) Reactant: [CH2:1]([C:5]1[O:6][C:7]2[CH:13]=[C:12]([C:14]([O:16][CH3:17])=[O:15])[CH:11]=[CH:10][C:8]=2[CH:9]=1)[CH2:2][C:3]#[CH:4]. Product: [CH3:17][O:16][C:14]([C:12]1[CH:11]=[CH:10][C:8]2[CH:9]=[C:5]([CH2:1][CH2:2][C:3]3[O:6][C:7]4[C:13](=[C:12]([C:14]([O:16][CH3:17])=[O:15])[CH:11]=[CH:10][CH:8]=4)[CH:4]=3)[O:6][C:7]=2[CH:13]=1)=[O:15]. The catalyst class is: 2. (6) Reactant: [N+:1]([C:4]1[CH:17]=[CH:16][C:7]([C:8]([N:10]2[CH2:15][CH2:14][S:13][CH2:12][CH2:11]2)=[O:9])=[CH:6][CH:5]=1)([O-])=O.[NH4+].[Cl-]. Product: [NH2:1][C:4]1[CH:17]=[CH:16][C:7]([C:8]([N:10]2[CH2:11][CH2:12][S:13][CH2:14][CH2:15]2)=[O:9])=[CH:6][CH:5]=1. The catalyst class is: 190. (7) Reactant: C(#N)C.[NH2:4][C:5]1[CH:10]=[CH:9][C:8]([SH:11])=[CH:7][CH:6]=1.C(N(CC)CC)C.I[C:20]([F:29])([F:28])[C:21]([F:27])([F:26])[C:22]([F:25])([F:24])[F:23]. Product: [F:26][C:21]([F:27])([C:22]([F:25])([F:24])[F:23])[C:20]([F:29])([F:28])[S:11][C:8]1[CH:9]=[CH:10][C:5]([NH2:4])=[CH:6][CH:7]=1. The catalyst class is: 28.